Dataset: Reaction yield outcomes from USPTO patents with 853,638 reactions. Task: Predict the reaction yield, written as a fraction of the theoretical maximum amount of product (1.0 means a 100% yield; for example, 0.34 means a 34% yield). (1) The product is [ClH:38].[C:1]([N:4]1[C:13]2[C:8](=[CH:9][C:10]([C:14]3[N:15]=[N:16][N:17]([CH2:19][CH2:20][CH2:21][NH2:22])[CH:18]=3)=[CH:11][CH:12]=2)[C@H:7]([NH:30][C:31](=[O:36])[O:32][CH:33]([CH3:34])[CH3:35])[CH2:6][C@@H:5]1[CH3:37])(=[O:3])[CH3:2]. The catalyst is O1CCOCC1. The reactants are [C:1]([N:4]1[C:13]2[C:8](=[CH:9][C:10]([C:14]3[N:15]=[N:16][N:17]([CH2:19][CH2:20][CH2:21][NH:22]C(OC(C)(C)C)=O)[CH:18]=3)=[CH:11][CH:12]=2)[C@H:7]([NH:30][C:31](=[O:36])[O:32][CH:33]([CH3:35])[CH3:34])[CH2:6][C@@H:5]1[CH3:37])(=[O:3])[CH3:2].[ClH:38]. The yield is 0.730. (2) The reactants are Cl.[CH:2]([CH:15]1[C:20](=[O:21])[CH2:19][CH2:18][NH:17][CH2:16]1)([C:9]1[CH:14]=[CH:13][CH:12]=[CH:11][CH:10]=1)[C:3]1[CH:8]=[CH:7][CH:6]=[CH:5][CH:4]=1.[CH3:22][O:23][C:24]1[CH:29]=[CH:28][CH:27]=[CH:26][C:25]=1[N:30]=[C:31]=[O:32].C(N(CC)CC)C. The catalyst is ClCCl. The product is [CH:2]([CH:15]1[C:20](=[O:21])[CH2:19][CH2:18][N:17]([C:31]([NH:30][C:25]2[CH:26]=[CH:27][CH:28]=[CH:29][C:24]=2[O:23][CH3:22])=[O:32])[CH2:16]1)([C:9]1[CH:14]=[CH:13][CH:12]=[CH:11][CH:10]=1)[C:3]1[CH:4]=[CH:5][CH:6]=[CH:7][CH:8]=1. The yield is 0.960. (3) The reactants are C(=O)([O-])[O-].[Cs+].[Cs+].Br[C:8]1[CH:9]=[C:10]([C:15]2[O:16][C:17]([CH3:38])=[C:18]([CH2:20][CH2:21][O:22][C:23]3[CH:24]=[C:25]4[C:29](=[CH:30][CH:31]=3)[C@H:28]([CH2:32][C:33]([O:35][CH2:36][CH3:37])=[O:34])[CH2:27][CH2:26]4)[N:19]=2)[CH:11]=[CH:12][C:13]=1[CH3:14].[CH2:39]([NH2:46])[C:40]1[CH:45]=[CH:44][CH:43]=[CH:42][CH:41]=1. The catalyst is C1(C)C=CC=CC=1.C(OCC)(=O)C.C([O-])(=O)C.[Pd+2].C([O-])(=O)C.C1C=CC(P(C2C(C3C(P(C4C=CC=CC=4)C4C=CC=CC=4)=CC=C4C=3C=CC=C4)=C3C(C=CC=C3)=CC=2)C2C=CC=CC=2)=CC=1. The product is [CH2:39]([NH:46][C:8]1[CH:9]=[C:10]([C:15]2[O:16][C:17]([CH3:38])=[C:18]([CH2:20][CH2:21][O:22][C:23]3[CH:24]=[C:25]4[C:29](=[CH:30][CH:31]=3)[C@H:28]([CH2:32][C:33]([O:35][CH2:36][CH3:37])=[O:34])[CH2:27][CH2:26]4)[N:19]=2)[CH:11]=[CH:12][C:13]=1[CH3:14])[C:40]1[CH:45]=[CH:44][CH:43]=[CH:42][CH:41]=1. The yield is 0.933. (4) The reactants are [CH:1]1([CH2:6][OH:7])[CH2:5][CH2:4][CH2:3][CH2:2]1.[C:8]([C:12]1[CH:17]=[CH:16][C:15]([CH:18]([C:20]2[CH:25]=[CH:24][C:23]([Cl:26])=[C:22]([O:27][CH3:28])[N:21]=2)O)=[CH:14][CH:13]=1)([CH3:11])([CH3:10])[CH3:9].O. The catalyst is ClCCCl.[Pd](Cl)Cl. The product is [C:8]([C:12]1[CH:13]=[CH:14][C:15]([CH:18]([O:7][CH2:6][CH:1]2[CH2:5][CH2:4][CH2:3][CH2:2]2)[C:20]2[N:21]=[C:22]([O:27][CH3:28])[C:23]([Cl:26])=[CH:24][CH:25]=2)=[CH:16][CH:17]=1)([CH3:11])([CH3:9])[CH3:10]. The yield is 0.860. (5) The reactants are [C:1]([C:3]1[CH:19]=[CH:18][C:6]([O:7][CH2:8][CH2:9][CH2:10][CH2:11][CH2:12][CH2:13][CH2:14][CH2:15][CH2:16][OH:17])=[CH:5][CH:4]=1)#[N:2].C1C=C[NH+]=CC=1.C1C=C[NH+]=CC=1.[O-:32][Cr](O[Cr]([O-])(=O)=O)(=O)=O.O. The catalyst is CN(C=O)C. The product is [C:1]([C:3]1[CH:19]=[CH:18][C:6]([O:7][CH2:8][CH2:9][CH2:10][CH2:11][CH2:12][CH2:13][CH2:14][CH2:15][C:16]([OH:32])=[O:17])=[CH:5][CH:4]=1)#[N:2]. The yield is 0.620. (6) The reactants are [O:1]=[C:2]1[CH2:11][CH2:10][CH2:9][C@@H:8]2[N:3]1[CH2:4][C@H:5]([C:12]([OH:14])=O)[CH2:6][CH2:7]2.Cl.[Cl:16][C:17]1[C:18]([CH2:23][NH2:24])=[N:19][CH:20]=[CH:21][N:22]=1.CN(C(ON1N=NC2C=CC=NC1=2)=[N+](C)C)C.F[P-](F)(F)(F)(F)F. The catalyst is C(Cl)Cl. The product is [Cl:16][C:17]1[C:18]([CH2:23][NH:24][C:12]([C@H:5]2[CH2:4][N:3]3[C@@H:8]([CH2:9][CH2:10][CH2:11][C:2]3=[O:1])[CH2:7][CH2:6]2)=[O:14])=[N:19][CH:20]=[CH:21][N:22]=1. The yield is 0.823. (7) The reactants are [CH2:1]([C@H:8]([NH:39][C:40](=[O:66])[C@H:41]([CH2:43][C:44]([NH:46][C:47]([C:60]1[CH:65]=[CH:64][CH:63]=[CH:62][CH:61]=1)([C:54]1[CH:59]=[CH:58][CH:57]=[CH:56][CH:55]=1)[C:48]1[CH:53]=[CH:52][CH:51]=[CH:50][CH:49]=1)=[O:45])[NH2:42])[C@@H:9]([OH:38])[CH2:10][C@@H:11]([NH:25][C:26](=[O:37])[C@H:27]([C:33]([CH3:36])([CH3:35])[CH3:34])[NH:28][C:29]([O:31][CH3:32])=[O:30])[CH2:12][C:13]1[CH:18]=[CH:17][C:16]([C:19]2[CH:24]=[CH:23][CH:22]=[CH:21][N:20]=2)=[CH:15][CH:14]=1)[C:2]1[CH:7]=[CH:6][CH:5]=[CH:4][CH:3]=1.Cl[C:68]([O:70][CH3:71])=[O:69].C(N(CC)CC)C. The catalyst is O1CCOCC1. The product is [CH2:1]([C@H:8]([NH:39][C:40](=[O:66])[C@H:41]([CH2:43][C:44]([NH:46][C:47]([C:48]1[CH:49]=[CH:50][CH:51]=[CH:52][CH:53]=1)([C:60]1[CH:61]=[CH:62][CH:63]=[CH:64][CH:65]=1)[C:54]1[CH:59]=[CH:58][CH:57]=[CH:56][CH:55]=1)=[O:45])[NH:42][C:68]([O:70][CH3:71])=[O:69])[C@@H:9]([OH:38])[CH2:10][C@@H:11]([NH:25][C:26](=[O:37])[C@H:27]([C:33]([CH3:34])([CH3:35])[CH3:36])[NH:28][C:29]([O:31][CH3:32])=[O:30])[CH2:12][C:13]1[CH:18]=[CH:17][C:16]([C:19]2[CH:24]=[CH:23][CH:22]=[CH:21][N:20]=2)=[CH:15][CH:14]=1)[C:2]1[CH:3]=[CH:4][CH:5]=[CH:6][CH:7]=1. The yield is 1.00. (8) The reactants are [OH:1][C:2]1[CH:10]=[CH:9][C:5]([C:6]([OH:8])=[O:7])=[CH:4][C:3]=1[CH3:11].[OH-].C([P+](CCCC)(CCCC)CCCC)CCC.Br[CH2:31][CH2:32][O:33][CH3:34].Cl. The catalyst is C1COCC1. The product is [CH3:34][O:33][CH2:32][CH2:31][O:1][C:2]1[CH:10]=[CH:9][C:5]([C:6]([OH:8])=[O:7])=[CH:4][C:3]=1[CH3:11]. The yield is 0.0600. (9) The reactants are C([O-])([O-])=O.[Cs+].[Cs+].[C:7]([CH2:10]C(=O)C)(=O)[CH3:8].[OH:14][C:15]1[CH:20]=[CH:19][C:18]([C:21]([N:23]2[CH2:28][CH2:27][C:26]3([N:33]([CH3:34])[CH2:32][CH2:31][N:30]4[C:35]([C:38]([F:41])([F:40])[F:39])=[CH:36][CH:37]=[C:29]34)[CH2:25][CH2:24]2)=[O:22])=[CH:17][C:16]=1[O:42][CH3:43].BrC(C)=C. The catalyst is Cl[Cu].C1COCC1. The product is [C:7]([O:14][C:15]1[CH:20]=[CH:19][C:18]([C:21]([N:23]2[CH2:24][CH2:25][C:26]3([N:33]([CH3:34])[CH2:32][CH2:31][N:30]4[C:35]([C:38]([F:41])([F:40])[F:39])=[CH:36][CH:37]=[C:29]34)[CH2:27][CH2:28]2)=[O:22])=[CH:17][C:16]=1[O:42][CH3:43])([CH3:10])=[CH2:8]. The yield is 0.0800.